This data is from Catalyst prediction with 721,799 reactions and 888 catalyst types from USPTO. The task is: Predict which catalyst facilitates the given reaction. The catalyst class is: 6. Product: [CH2:17]=[C:16]([C:2]1[N:6]2[CH:7]=[CH:8][CH:9]=[CH:10][C:5]2=[C:4]([C:11]([O:13][CH3:14])=[O:12])[N:3]=1)[CH3:18]. Reactant: Br[C:2]1[N:6]2[CH:7]=[CH:8][CH:9]=[CH:10][C:5]2=[C:4]([C:11]([O:13][CH3:14])=[O:12])[N:3]=1.[B-](F)(F)(F)[C:16]([CH3:18])=[CH2:17].[K+].[O-]P([O-])([O-])=O.[K+].[K+].[K+].O1CCOCC1.